From a dataset of Full USPTO retrosynthesis dataset with 1.9M reactions from patents (1976-2016). Predict the reactants needed to synthesize the given product. (1) Given the product [CH3:1][CH2:2][CH:3]([CH2:5][CH:6]([CH2:8][CH2:9][CH2:10][CH2:11][CH2:12][CH2:13][CH2:14][CH2:15][C:16]([NH:18][C@@H:19]1[C:50](=[O:51])[NH:49][C@@H:48]([C@H:52]([OH:54])[CH3:53])[C:46](=[O:47])[N:45]2[C@@H:41]([CH2:42][C@@H:43]([OH:55])[CH2:44]2)[C:39](=[O:40])[NH:38][C@@H:37]([C@H:56]([OH:66])[C@@H:57]([OH:65])[C:58]2[CH:63]=[CH:62][C:61]([OH:64])=[CH:60][CH:59]=2)[C:35](=[O:36])[NH:34][C@@H:33]([C@H:67]([OH:72])[CH2:68][CH2:69][NH2:71])[C:31](=[O:32])[N:30]2[C@@H:26]([C@@H:27]([OH:73])[CH2:28][CH2:29]2)[C:24](=[O:25])[NH:23][C@H:22]([NH:78][CH2:77][CH2:76][NH2:79])[C@H:21]([OH:75])[CH2:20]1)=[O:17])[CH3:7])[CH3:4], predict the reactants needed to synthesize it. The reactants are: [CH3:1][CH2:2][CH:3]([CH2:5][CH:6]([CH2:8][CH2:9][CH2:10][CH2:11][CH2:12][CH2:13][CH2:14][CH2:15][C:16]([NH:18][C@@H:19]1[C:50](=[O:51])[NH:49][C@@H:48]([C@H:52]([OH:54])[CH3:53])[C:46](=[O:47])[N:45]2[C@@H:41]([CH2:42][C@@H:43]([OH:55])[CH2:44]2)[C:39](=[O:40])[NH:38][C@@H:37]([C@H:56]([OH:66])[C@@H:57]([OH:65])[C:58]2[CH:63]=[CH:62][C:61]([OH:64])=[CH:60][CH:59]=2)[C:35](=[O:36])[NH:34][C@@H:33]([C@H:67]([OH:72])[CH2:68][C:69]([NH2:71])=O)[C:31](=[O:32])[N:30]2[C@@H:26]([C@@H:27]([OH:73])[CH2:28][CH2:29]2)[C:24](=[O:25])[NH:23][C@H:22](O)[C@H:21]([OH:75])[CH2:20]1)=[O:17])[CH3:7])[CH3:4].[CH2:76]([NH2:79])[CH2:77][NH2:78].B([O-])([O-])OC1C=CC=CC=1. (2) The reactants are: [NH2:1][CH:2]([C:6]([OH:8])=[O:7])[CH2:3][CH2:4][SH:5].[OH-].[K+].Br[CH2:12][CH2:13][OH:14]. Given the product [NH2:1][CH:2]([CH2:3][CH2:4][S:5][CH2:12][CH2:13][OH:14])[C:6]([OH:8])=[O:7], predict the reactants needed to synthesize it.